From a dataset of Forward reaction prediction with 1.9M reactions from USPTO patents (1976-2016). Predict the product of the given reaction. (1) Given the reactants [CH3:1][C:2]1[C:6]([CH:7]=[O:8])=[CH:5][NH:4][N:3]=1.[CH3:9][C:10]1[CH:15]=[CH:14][CH:13]=[C:12]([CH3:16])[C:11]=1B(O)O.N1C=CC=CC=1, predict the reaction product. The product is: [CH3:9][C:10]1[CH:15]=[CH:14][CH:13]=[C:12]([CH3:16])[C:11]=1[N:4]1[CH:5]=[C:6]([CH:7]=[O:8])[C:2]([CH3:1])=[N:3]1. (2) Given the reactants [CH2:1]([S:3][C:4]1[NH:9][C:8](=[O:10])[N:7]([CH:11]([CH3:13])[CH3:12])[C:6](=[O:14])[N:5]=1)[CH3:2].C(=O)([O-])[O-].[K+].[K+].C(#N)C.[F:24][C:25]1[CH:32]=[CH:31][C:28]([CH2:29]Br)=[CH:27][CH:26]=1, predict the reaction product. The product is: [CH2:1]([S:3][C:4]1[N:9]([CH2:29][C:28]2[CH:31]=[CH:32][C:25]([F:24])=[CH:26][CH:27]=2)[C:8](=[O:10])[N:7]([CH:11]([CH3:13])[CH3:12])[C:6](=[O:14])[N:5]=1)[CH3:2]. (3) Given the reactants [C:1]([C:3]1[C:4]([C:33]2[CH:34]=[N:35][CH:36]=[CH:37][CH:38]=2)=[C:5]([C:10]2[CH:11]=[C:12]([NH:17][C:18]3[CH:19]=[C:20]([CH:30]=[CH:31][CH:32]=3)[O:21][CH2:22][CH2:23][CH2:24]OS(C)(=O)=O)[CH:13]=[CH:14][C:15]=2[CH3:16])[S:6][C:7]=1[S:8][CH3:9])#[N:2].[CH3:39][NH:40][CH3:41].C(N(CC)CC)C.O, predict the reaction product. The product is: [CH3:39][N:40]([CH3:41])[CH2:24][CH2:23][CH2:22][O:21][C:20]1[CH:19]=[C:18]([NH:17][C:12]2[CH:13]=[CH:14][C:15]([CH3:16])=[C:10]([C:5]3[S:6][C:7]([S:8][CH3:9])=[C:3]([C:1]#[N:2])[C:4]=3[C:33]3[CH:34]=[N:35][CH:36]=[CH:37][CH:38]=3)[CH:11]=2)[CH:32]=[CH:31][CH:30]=1. (4) Given the reactants Cl[C:2]1[C:7]([Cl:8])=[CH:6][C:5]([N+:9]([O-:11])=[O:10])=[CH:4][N:3]=1.[CH3:12][CH:13]([CH3:16])[CH2:14][OH:15].CC([O-])(C)C.[K+], predict the reaction product. The product is: [Cl:8][C:7]1[C:2]([O:15][CH2:14][CH:13]([CH3:16])[CH3:12])=[N:3][CH:4]=[C:5]([N+:9]([O-:11])=[O:10])[CH:6]=1. (5) Given the reactants [CH2:1]([N:8]1[CH2:17][CH:16]([CH3:18])[C:15]2[N:14]=[C:13](Cl)[CH:12]=[CH:11][C:10]=2[CH2:9]1)[C:2]1[CH:7]=[CH:6][CH:5]=[CH:4][CH:3]=1.[CH:20]1([NH2:25])[CH2:24][CH2:23][CH2:22][CH2:21]1.[CH3:26]C(C1C=C(C(C)C)C(C2C=CC=CC=2P(C2CCCCC2)C2CCCCC2)=C(C(C)C)C=1)C.CC(C)([O-])C.[Na+], predict the reaction product. The product is: [CH2:1]([N:8]1[CH2:17][CH:16]([CH3:18])[C:15]2[N:14]=[C:13]([N:25]([CH:20]3[CH2:24][CH2:23][CH2:22][CH2:21]3)[CH3:26])[CH:12]=[CH:11][C:10]=2[CH2:9]1)[C:2]1[CH:7]=[CH:6][CH:5]=[CH:4][CH:3]=1. (6) Given the reactants Br[C:2]1[N:6]2[C:7]([CH2:11][OH:12])=[CH:8][CH:9]=[CH:10][C:5]2=[N:4][C:3]=1[NH:13][C:14](=[O:25])[C:15]1[CH:20]=[CH:19][C:18]([C:21]([CH3:24])([CH3:23])[CH3:22])=[CH:17][CH:16]=1.C([Li])CCC.CO.O, predict the reaction product. The product is: [C:21]([C:18]1[CH:19]=[CH:20][C:15]([C:14]([NH:13][C:3]2[N:4]=[C:5]3[CH:10]=[CH:9][CH:8]=[C:7]([CH2:11][OH:12])[N:6]3[CH:2]=2)=[O:25])=[CH:16][CH:17]=1)([CH3:24])([CH3:22])[CH3:23]. (7) Given the reactants [NH2:1][C:2]1[CH:14]=[CH:13][C:5]2[CH:6]([C:9]([O:11][CH3:12])=[O:10])[CH2:7][O:8][C:4]=2[CH:3]=1.[N-:15]=[N+:16]=[N-:17].[Na+].[CH:19](OCC)(OCC)OCC, predict the reaction product. The product is: [N:1]1([C:2]2[CH:14]=[CH:13][C:5]3[CH:6]([C:9]([O:11][CH3:12])=[O:10])[CH2:7][O:8][C:4]=3[CH:3]=2)[CH:19]=[N:17][N:16]=[N:15]1.